This data is from Reaction yield outcomes from USPTO patents with 853,638 reactions. The task is: Predict the reaction yield, written as a fraction of the theoretical maximum amount of product (1.0 means a 100% yield; for example, 0.34 means a 34% yield). (1) The reactants are [H-].[Na+].[CH2:3]([C:5]1[S:6][C:7]([C:17]2[CH:22]=[CH:21][N:20]=[C:19]([NH:23][C:24](=[O:32])[CH2:25][C:26]3[CH:31]=[CH:30][CH:29]=[CH:28][CH:27]=3)[CH:18]=2)=[C:8]([C:10]2[CH:15]=[CH:14][CH:13]=[C:12]([CH3:16])[CH:11]=2)[N:9]=1)[CH3:4].[CH3:33]I.[Cl-].[NH4+]. The catalyst is CS(C)=O. The product is [CH2:3]([C:5]1[S:6][C:7]([C:17]2[CH:22]=[CH:21][N:20]=[C:19]([N:23]([CH3:33])[C:24](=[O:32])[CH2:25][C:26]3[CH:31]=[CH:30][CH:29]=[CH:28][CH:27]=3)[CH:18]=2)=[C:8]([C:10]2[CH:15]=[CH:14][CH:13]=[C:12]([CH3:16])[CH:11]=2)[N:9]=1)[CH3:4]. The yield is 0.350. (2) The reactants are [F:1][C:2]1([F:30])[CH2:7][CH2:6][N:5]([C:8]([C:10]2[NH:11][C:12]3[C:17]([CH:18]=2)=[CH:16][C:15]([C:19]([N:21]2[CH2:26][CH2:25][N:24]([CH:27]([CH3:29])[CH3:28])[CH2:23][CH2:22]2)=[O:20])=[CH:14][CH:13]=3)=[O:9])[CH2:4][CH2:3]1.[CH2:31]([O:33][C:34]([C:36]1[CH:37]=[C:38](B(O)O)[CH:39]=[CH:40][CH:41]=1)=[O:35])[CH3:32].N1C=CC=CC=1. The catalyst is ClCCl.C([O-])(=O)C.[Cu+2].C([O-])(=O)C. The product is [CH2:31]([O:33][C:34](=[O:35])[C:36]1[CH:37]=[CH:38][CH:39]=[C:40]([N:11]2[C:12]3[C:17](=[CH:16][C:15]([C:19]([N:21]4[CH2:22][CH2:23][N:24]([CH:27]([CH3:28])[CH3:29])[CH2:25][CH2:26]4)=[O:20])=[CH:14][CH:13]=3)[CH:18]=[C:10]2[C:8]([N:5]2[CH2:6][CH2:7][C:2]([F:1])([F:30])[CH2:3][CH2:4]2)=[O:9])[CH:41]=1)[CH3:32]. The yield is 0.290. (3) The reactants are [CH2:1]([O:8][C:9]([NH:11][C@@H:12]([CH2:32][C:33]1[CH:38]=[CH:37][C:36]([CH:39]2[S:43](=[O:45])(=[O:44])[NH:42][C:41](=[O:46])[CH2:40]2)=[C:35](Br)[CH:34]=1)[C:13]([NH:15][CH2:16][CH2:17][CH2:18][CH2:19][O:20][C:21]1[CH:30]=[CH:29][CH:28]=[C:27]([OH:31])[C:22]=1[C:23]([O:25][CH3:26])=[O:24])=[O:14])=[O:10])[C:2]1[CH:7]=[CH:6][CH:5]=[CH:4][CH:3]=1.[CH3:48][N:49](C=O)C. The catalyst is [C-]#N.[Zn+2].[C-]#N. The product is [CH2:1]([O:8][C:9]([NH:11][C@@H:12]([CH2:32][C:33]1[CH:38]=[CH:37][C:36]([CH:39]2[S:43](=[O:45])(=[O:44])[NH:42][C:41](=[O:46])[CH2:40]2)=[C:35]([C:48]#[N:49])[CH:34]=1)[C:13]([NH:15][CH2:16][CH2:17][CH2:18][CH2:19][O:20][C:21]1[CH:30]=[CH:29][CH:28]=[C:27]([OH:31])[C:22]=1[C:23]([O:25][CH3:26])=[O:24])=[O:14])=[O:10])[C:2]1[CH:7]=[CH:6][CH:5]=[CH:4][CH:3]=1. The yield is 0.710. (4) The reactants are O.[CH3:2][N:3]1[C:8](=[O:9])[CH2:7][C:6](=O)[NH:5][C:4]1=[O:11].O=P(Cl)(Cl)[Cl:14]. No catalyst specified. The product is [Cl:14][C:6]1[NH:5][C:4](=[O:11])[N:3]([CH3:2])[C:8](=[O:9])[CH:7]=1. The yield is 0.716. (5) The reactants are C([O:3][C:4](=[O:20])[C:5]([C:12]1[CH:17]=[CH:16][C:15]([NH2:18])=[C:14]([F:19])[CH:13]=1)(C)[C:6](OCC)=O)C.[OH-].[Na+]. The catalyst is C(O)C.O. The product is [NH2:18][C:15]1[CH:16]=[CH:17][C:12]([CH:5]([CH3:6])[C:4]([OH:20])=[O:3])=[CH:13][C:14]=1[F:19]. The yield is 0.350. (6) The reactants are Br[C:2]1[CH:11]=[N:10][CH:9]=[C:8]2[C:3]=1[CH:4]=[C:5]([C:12]([NH2:14])=[O:13])[CH:6]=[N:7]2.[Cl:15][C:16]1[N:21]=[CH:20][C:19](B(O)O)=[CH:18][CH:17]=1.C(=O)([O-])[O-].[Cs+].[Cs+]. The catalyst is O1CCOCC1.O.C1(P([C-]2C=CC=C2)C2C=CC=CC=2)C=CC=CC=1.[C-]1(P(C2C=CC=CC=2)C2C=CC=CC=2)C=CC=C1.[Fe+2].[Pd](Cl)Cl. The product is [Cl:15][C:16]1[N:21]=[CH:20][C:19]([C:2]2[CH:11]=[N:10][CH:9]=[C:8]3[C:3]=2[CH:4]=[C:5]([C:12]([NH2:14])=[O:13])[CH:6]=[N:7]3)=[CH:18][CH:17]=1. The yield is 0.820.